This data is from Full USPTO retrosynthesis dataset with 1.9M reactions from patents (1976-2016). The task is: Predict the reactants needed to synthesize the given product. (1) Given the product [C:15](=[O:16])([O-:18])[O-:17].[Ce+3:5].[C:15](=[O:16])([O-:18])[O-:17].[C:15](=[O:16])([O-:18])[O-:17].[Ce+3:5], predict the reactants needed to synthesize it. The reactants are: [N+]([O-])([O-])=O.[Ce+3:5].[N+]([O-])([O-])=O.[N+]([O-])([O-])=O.O.[C:15](=[O:18])([O-:17])[O-:16].[NH4+].[NH4+]. (2) The reactants are: [N+:1]([C:4]1[CH:12]=[C:11]2[C:7]([CH:8]=[CH:9][NH:10]2)=[CH:6][CH:5]=1)([O-:3])=[O:2].[H-].[Na+].[CH3:15]I.O. Given the product [CH3:15][N:10]1[C:11]2[C:7](=[CH:6][CH:5]=[C:4]([N+:1]([O-:3])=[O:2])[CH:12]=2)[CH:8]=[CH:9]1, predict the reactants needed to synthesize it.